This data is from Orexin1 receptor HTS with 218,158 compounds and 233 confirmed actives. The task is: Binary Classification. Given a drug SMILES string, predict its activity (active/inactive) in a high-throughput screening assay against a specified biological target. (1) The molecule is s1c(nc2c1cccc2)c1c(OC)cc(OC)c(OC)c1. The result is 1 (active). (2) The compound is OC(CN1CCN(CC1)CCn1c(=O)c2c3c(c1=O)cccc3ccc2)COc1c(c(ccc1)C)C. The result is 0 (inactive). (3) The molecule is S(=O)(=O)(N)c1ccc(NC(=O)COC(=O)c2ccc(cc2)C#N)cc1. The result is 0 (inactive). (4) The compound is s1c(nnc1NC(=O)C1CCCCC1)CCN1CCOCC1. The result is 0 (inactive). (5) The compound is S(=O)(=O)(Nc1cc2c3N(CCCc3c1)C(=O)C2C)c1c(OC)ccc(c1)C. The result is 0 (inactive).